This data is from NCI-60 drug combinations with 297,098 pairs across 59 cell lines. The task is: Regression. Given two drug SMILES strings and cell line genomic features, predict the synergy score measuring deviation from expected non-interaction effect. (1) Drug 1: C1=CC(=CC=C1CCC2=CNC3=C2C(=O)NC(=N3)N)C(=O)NC(CCC(=O)O)C(=O)O. Drug 2: CC(CN1CC(=O)NC(=O)C1)N2CC(=O)NC(=O)C2. Cell line: CCRF-CEM. Synergy scores: CSS=63.8, Synergy_ZIP=-3.29, Synergy_Bliss=-5.30, Synergy_Loewe=-3.40, Synergy_HSA=-1.97. (2) Drug 1: CC1=CC2C(CCC3(C2CCC3(C(=O)C)OC(=O)C)C)C4(C1=CC(=O)CC4)C. Drug 2: CCC(=C(C1=CC=CC=C1)C2=CC=C(C=C2)OCCN(C)C)C3=CC=CC=C3.C(C(=O)O)C(CC(=O)O)(C(=O)O)O. Cell line: RPMI-8226. Synergy scores: CSS=3.97, Synergy_ZIP=0.852, Synergy_Bliss=5.30, Synergy_Loewe=-0.448, Synergy_HSA=0.0628. (3) Drug 1: CCC(=C(C1=CC=CC=C1)C2=CC=C(C=C2)OCCN(C)C)C3=CC=CC=C3.C(C(=O)O)C(CC(=O)O)(C(=O)O)O. Drug 2: CC1=C(N=C(N=C1N)C(CC(=O)N)NCC(C(=O)N)N)C(=O)NC(C(C2=CN=CN2)OC3C(C(C(C(O3)CO)O)O)OC4C(C(C(C(O4)CO)O)OC(=O)N)O)C(=O)NC(C)C(C(C)C(=O)NC(C(C)O)C(=O)NCCC5=NC(=CS5)C6=NC(=CS6)C(=O)NCCC[S+](C)C)O. Cell line: OVCAR-5. Synergy scores: CSS=27.6, Synergy_ZIP=-8.62, Synergy_Bliss=-1.90, Synergy_Loewe=1.46, Synergy_HSA=2.14. (4) Drug 1: C1CC(=O)NC(=O)C1N2CC3=C(C2=O)C=CC=C3N. Drug 2: CC(C)NC(=O)C1=CC=C(C=C1)CNNC.Cl. Cell line: M14. Synergy scores: CSS=-1.00, Synergy_ZIP=1.53, Synergy_Bliss=1.22, Synergy_Loewe=-2.85, Synergy_HSA=-3.52. (5) Drug 1: C1=C(C(=O)NC(=O)N1)N(CCCl)CCCl. Drug 2: C1=CC(=CC=C1CC(C(=O)O)N)N(CCCl)CCCl.Cl. Cell line: OVCAR3. Synergy scores: CSS=31.2, Synergy_ZIP=0.942, Synergy_Bliss=6.87, Synergy_Loewe=2.92, Synergy_HSA=7.34. (6) Drug 2: CCCCCOC(=O)NC1=NC(=O)N(C=C1F)C2C(C(C(O2)C)O)O. Synergy scores: CSS=-6.03, Synergy_ZIP=7.45, Synergy_Bliss=0.226, Synergy_Loewe=-8.26, Synergy_HSA=-4.57. Cell line: TK-10. Drug 1: COC1=NC(=NC2=C1N=CN2C3C(C(C(O3)CO)O)O)N. (7) Drug 1: CC1C(C(=O)NC(C(=O)N2CCCC2C(=O)N(CC(=O)N(C(C(=O)O1)C(C)C)C)C)C(C)C)NC(=O)C3=C4C(=C(C=C3)C)OC5=C(C(=O)C(=C(C5=N4)C(=O)NC6C(OC(=O)C(N(C(=O)CN(C(=O)C7CCCN7C(=O)C(NC6=O)C(C)C)C)C)C(C)C)C)N)C. Drug 2: CC1=C(C(=O)C2=C(C1=O)N3CC4C(C3(C2COC(=O)N)OC)N4)N. Cell line: A498. Synergy scores: CSS=18.3, Synergy_ZIP=-8.04, Synergy_Bliss=-3.62, Synergy_Loewe=-8.29, Synergy_HSA=-5.11.